From a dataset of Forward reaction prediction with 1.9M reactions from USPTO patents (1976-2016). Predict the product of the given reaction. (1) Given the reactants [NH2:1][C:2]1[CH:3]=[C:4]([CH:8]=[CH:9][CH:10]=1)[C:5]([NH2:7])=[O:6].[C:11](N1C=CN=C1)(N1C=CN=C1)=S.[NH:23]([C:25](=[O:46])[C:26]([NH:28][C:29]1[CH:34]=[CH:33][C:32]([C@H:35]2[CH2:40][CH2:39][C@H:38]([CH2:41][C:42]([O:44][CH3:45])=[O:43])[CH2:37][CH2:36]2)=[CH:31][CH:30]=1)=[O:27])[NH2:24].C1N=CN(C(N2C=NC=C2)=O)C=1, predict the reaction product. The product is: [NH2:7][C:5]([C:4]1[CH:3]=[C:2]([NH:1][C:11]2[O:46][C:25]([C:26]([NH:28][C:29]3[CH:30]=[CH:31][C:32]([C@H:35]4[CH2:36][CH2:37][C@H:38]([CH2:41][C:42]([O:44][CH3:45])=[O:43])[CH2:39][CH2:40]4)=[CH:33][CH:34]=3)=[O:27])=[N:23][N:24]=2)[CH:10]=[CH:9][CH:8]=1)=[O:6]. (2) Given the reactants [Br:1][C:2]1[CH:9]=[CH:8][C:5]([CH2:6][OH:7])=[CH:4][CH:3]=1.[Si:10](Cl)([C:13]([CH3:16])([CH3:15])[CH3:14])([CH3:12])[CH3:11].N1C=CN=C1, predict the reaction product. The product is: [Br:1][C:2]1[CH:9]=[CH:8][C:5]([CH2:6][O:7][Si:10]([C:13]([CH3:16])([CH3:15])[CH3:14])([CH3:12])[CH3:11])=[CH:4][CH:3]=1. (3) Given the reactants Br[C:2]1[N:7]=[C:6]2[N:8]([CH2:17][O:18][CH2:19][CH2:20][Si:21]([CH3:24])([CH3:23])[CH3:22])[N:9]=[C:10]([C:11]3[CH:16]=[CH:15][CH:14]=[CH:13][CH:12]=3)[C:5]2=[C:4]([C:25]([F:28])([F:27])[F:26])[CH:3]=1.COCCOC.O.[CH3:36][N:37]([CH3:47])[C:38]1[CH:43]=[CH:42][C:41](B(O)O)=[CH:40][CH:39]=1.O.O.P([O-])([O-])([O-])=O.[K+].[K+].[K+], predict the reaction product. The product is: [CH3:36][N:37]([CH3:47])[C:38]1[CH:43]=[CH:42][C:41]([C:2]2[N:7]=[C:6]3[N:8]([CH2:17][O:18][CH2:19][CH2:20][Si:21]([CH3:22])([CH3:23])[CH3:24])[N:9]=[C:10]([C:11]4[CH:12]=[CH:13][CH:14]=[CH:15][CH:16]=4)[C:5]3=[C:4]([C:25]([F:27])([F:26])[F:28])[CH:3]=2)=[CH:40][CH:39]=1. (4) The product is: [NH2:7][C@H:8]1[CH2:13][C@@H:12]([C:14]2[CH:19]=[CH:18][CH:17]=[CH:16][C:15]=2[F:20])[CH2:11][N:10]([CH2:21][CH:22]([CH3:23])[CH3:24])[C:9]1=[O:25]. Given the reactants C(OC(=O)[NH:7][C@H:8]1[CH2:13][C@@H:12]([C:14]2[CH:19]=[CH:18][CH:17]=[CH:16][C:15]=2[F:20])[CH2:11][N:10]([CH2:21][CH:22]([CH3:24])[CH3:23])[C:9]1=[O:25])(C)(C)C, predict the reaction product. (5) Given the reactants Cl.[F:2][C:3]1([F:8])[CH2:7][CH2:6][NH:5][CH2:4]1.[OH-].[Na+].Br[CH2:12][CH2:13][CH2:14][N:15]1[CH2:19][CH2:18][N:17]([CH2:20][CH2:21][CH2:22]OS(C)(=O)=O)[C:16]1=[C:28]([C:31]#[N:32])[C:29]#[N:30].C(=O)([O-])[O-].[K+].[K+], predict the reaction product. The product is: [F:2][C:3]1([F:8])[CH2:7][CH2:6][N:5]([CH2:12][CH2:13][CH2:14][N:15]2[CH2:19][CH2:18][N:17]([CH2:20][CH2:21][CH2:22][N:5]3[CH2:6][CH2:7][C:3]([F:8])([F:2])[CH2:4]3)[C:16]2=[C:28]([C:31]#[N:32])[C:29]#[N:30])[CH2:4]1. (6) Given the reactants [Si:1]([O:18][CH2:19][C@H:20]([NH:29]C(=O)OC(C)(C)C)[CH2:21][O:22]C1CCCCO1)([C:14]([CH3:17])([CH3:16])[CH3:15])([C:8]1[CH:13]=[CH:12][CH:11]=[CH:10][CH:9]=1)[C:2]1[CH:7]=[CH:6][CH:5]=[CH:4][CH:3]=1.C(O)(C(F)(F)F)=O, predict the reaction product. The product is: [NH2:29][C@@H:20]([CH2:19][O:18][Si:1]([C:14]([CH3:17])([CH3:16])[CH3:15])([C:8]1[CH:13]=[CH:12][CH:11]=[CH:10][CH:9]=1)[C:2]1[CH:7]=[CH:6][CH:5]=[CH:4][CH:3]=1)[CH2:21][OH:22]. (7) Given the reactants [C:1]([OH:24])(=[O:23])[CH2:2][CH2:3][CH2:4][CH2:5][CH2:6][CH2:7][CH2:8][CH2:9][CH2:10][CH2:11][CH2:12][CH2:13][CH2:14][CH2:15][CH2:16][CH2:17][CH2:18][CH2:19][CH2:20][CH2:21][CH3:22].[OH:25][CH2:26][C:27]([CH2:32]O)([CH2:30][OH:31])[CH2:28][OH:29], predict the reaction product. The product is: [C:1]([O:24][CH2:32][C:27]([CH2:30][OH:31])([CH2:28][OH:29])[CH2:26][OH:25])(=[O:23])[CH2:2][CH2:3][CH2:4][CH2:5][CH2:6][CH2:7][CH2:8][CH2:9][CH2:10][CH2:11][CH2:12][CH2:13][CH2:14][CH2:15][CH2:16][CH2:17][CH2:18][CH2:19][CH2:20][CH2:21][CH3:22]. (8) Given the reactants Cl[C:2]1[C:7]([C:8]([OH:10])=[O:9])=[CH:6][C:5]([C:11]([F:14])([F:13])[F:12])=[CH:4][N:3]=1.[C:15]([NH2:19])([CH3:18])([CH3:17])[CH3:16], predict the reaction product. The product is: [C:15]([NH:19][C:2]1[N:3]=[CH:4][C:5]([C:11]([F:14])([F:13])[F:12])=[CH:6][C:7]=1[C:8]([OH:10])=[O:9])([CH3:18])([CH3:17])[CH3:16]. (9) Given the reactants N.[CH3:2][N:3]([CH3:36])[C@@H:4]1[CH2:8][CH2:7][N:6]([C:9]2[CH:18]=[C:17]3[C:12]([C:13](=[O:27])[N:14](COC(=O)C(C)(C)C)[CH:15]=[N:16]3)=[C:11]([O:28][CH:29]3[CH2:34][CH2:33][N:32]([CH3:35])[CH2:31][CH2:30]3)[CH:10]=2)[CH2:5]1, predict the reaction product. The product is: [CH3:2][N:3]([CH3:36])[C@@H:4]1[CH2:8][CH2:7][N:6]([C:9]2[CH:18]=[C:17]3[C:12]([C:13](=[O:27])[NH:14][CH:15]=[N:16]3)=[C:11]([O:28][CH:29]3[CH2:34][CH2:33][N:32]([CH3:35])[CH2:31][CH2:30]3)[CH:10]=2)[CH2:5]1. (10) The product is: [Br:1][C:2]1[CH:7]=[CH:6][C:5]([C:8]2[CH:13]=[CH:12][N:11]=[C:10]([NH:17][CH:18]3[CH2:19][C:20]([CH3:27])([CH3:26])[NH:21][C:22]([CH3:25])([CH3:24])[CH2:23]3)[N:9]=2)=[CH:4][CH:3]=1. Given the reactants [Br:1][C:2]1[CH:7]=[CH:6][C:5]([C:8]2[CH:13]=[CH:12][N:11]=[C:10](S(C)=O)[N:9]=2)=[CH:4][CH:3]=1.[NH2:17][CH:18]1[CH2:23][C:22]([CH3:25])([CH3:24])[NH:21][C:20]([CH3:27])([CH3:26])[CH2:19]1, predict the reaction product.